This data is from NCI-60 drug combinations with 297,098 pairs across 59 cell lines. The task is: Regression. Given two drug SMILES strings and cell line genomic features, predict the synergy score measuring deviation from expected non-interaction effect. Cell line: HCC-2998. Drug 2: C1=CN(C(=O)N=C1N)C2C(C(C(O2)CO)O)O.Cl. Drug 1: C1CN1P(=S)(N2CC2)N3CC3. Synergy scores: CSS=29.2, Synergy_ZIP=-6.29, Synergy_Bliss=-7.68, Synergy_Loewe=-4.10, Synergy_HSA=-0.809.